Dataset: hERG Central: cardiac toxicity at 1µM, 10µM, and general inhibition. Task: Predict hERG channel inhibition at various concentrations. (1) The compound is O=C(CN1CCN(Cc2ccc3c(c2)OCO3)CC1)Nc1ccc2c(c1)OCO2. Results: hERG_inhib (hERG inhibition (general)): blocker. (2) Results: hERG_inhib (hERG inhibition (general)): blocker. The compound is Cl.O.O=C(c1ccc(F)cc1)C1CCN(CCn2c(=S)[nH]c3ccccc3c2=O)CC1. (3) The molecule is CCN1CCCC1CN(Cc1cc2ccc(C)c(C)c2[nH]c1=O)C(=O)Nc1ccccc1OC. Results: hERG_inhib (hERG inhibition (general)): blocker. (4) The molecule is CCN1CCN(CC(=O)Nc2sc3c(c2C#N)CCC(C)C3)CC1. Results: hERG_inhib (hERG inhibition (general)): blocker. (5) The molecule is O=C(CNCc1ccccn1)Nc1cc(C(F)(F)F)ccc1N1CCOCC1.O=C(O)C(=O)O. Results: hERG_inhib (hERG inhibition (general)): blocker. (6) The molecule is CCn1c(SCC(=O)N(Cc2ccccc2)C2CCS(=O)(=O)C2)nc2ccccc2c1=O. Results: hERG_inhib (hERG inhibition (general)): blocker. (7) The compound is CN(Cc1ccccc1)C1=CC(=[N+]2CCCC2)CC(C)(C)C1.[I-]. Results: hERG_inhib (hERG inhibition (general)): blocker. (8) The molecule is O=C1CC2(CCN(C(=O)c3cccc(F)c3)CC2)Oc2ccccc21. Results: hERG_inhib (hERG inhibition (general)): blocker.